Dataset: Peptide-MHC class I binding affinity with 185,985 pairs from IEDB/IMGT. Task: Regression. Given a peptide amino acid sequence and an MHC pseudo amino acid sequence, predict their binding affinity value. This is MHC class I binding data. The binding affinity (normalized) is 0.475. The peptide sequence is SMNTIKQSF. The MHC is HLA-A32:01 with pseudo-sequence HLA-A32:01.